From a dataset of Retrosynthesis with 50K atom-mapped reactions and 10 reaction types from USPTO. Predict the reactants needed to synthesize the given product. (1) Given the product Cc1[nH]c(=O)[nH]c1C(=O)c1ccncc1, predict the reactants needed to synthesize it. The reactants are: Cc1c[nH]c(=O)[nH]1.O=C(Cl)c1ccncc1. (2) Given the product COC(=O)c1cccc(-n2cccc2CN(C)C)c1, predict the reactants needed to synthesize it. The reactants are: C=O.CNC.COC(=O)c1cccc(-n2cccc2)c1. (3) Given the product Cn1c(N2CCN(C(=O)OC(C)(C)C)CC2)nc2cccnc21, predict the reactants needed to synthesize it. The reactants are: CC(C)(C)OC(=O)N1CCNCC1.Cn1c(Cl)nc2cccnc21. (4) The reactants are: CC(C)(C)[Si](C)(C)OC1CCN(C(c2ccccc2)(c2ccccc2)c2ccccc2)C/C1=C\CO. Given the product CC(C)(C)[Si](C)(C)OC1CCN(C(c2ccccc2)(c2ccccc2)c2ccccc2)C/C1=C\C=O, predict the reactants needed to synthesize it. (5) Given the product Cc1c(N)cccc1-c1nc(N2CCOCC2)c2sccc2n1, predict the reactants needed to synthesize it. The reactants are: Cc1c(N)cccc1B1OC(C)(C)C(C)(C)O1.Clc1nc(N2CCOCC2)c2sccc2n1. (6) Given the product COC(COc1ccc(Br)cc1)CN(C)C, predict the reactants needed to synthesize it. The reactants are: CI.CN(C)CC(O)COc1ccc(Br)cc1. (7) Given the product CN(C)CCOc1cccc(C=O)c1, predict the reactants needed to synthesize it. The reactants are: CN(C)CCCl.O=Cc1cccc(O)c1. (8) The reactants are: CC(C)(C)OC(=O)OC(=O)OC(C)(C)C.O=Cc1nc[nH]n1. Given the product CC(C)(C)OC(=O)n1cnc(C=O)n1, predict the reactants needed to synthesize it. (9) The reactants are: COc1cc2c(Cl)ncnc2cc1OCCCN1CCCCC1.Nc1c(Br)ccc2c1OCO2. Given the product COc1cc2c(Nc3c(Br)ccc4c3OCO4)ncnc2cc1OCCCN1CCCCC1, predict the reactants needed to synthesize it. (10) The reactants are: COC(=O)[C@H](CC1CCCC1)n1cc(C(F)(F)F)ccc1=O. Given the product O=C(O)[C@H](CC1CCCC1)n1cc(C(F)(F)F)ccc1=O, predict the reactants needed to synthesize it.